Dataset: Catalyst prediction with 721,799 reactions and 888 catalyst types from USPTO. Task: Predict which catalyst facilitates the given reaction. (1) Reactant: [N+:1]([C:4]1[CH:5]=[C:6]2[C:10](=[CH:11][CH:12]=1)[NH:9][N:8]=[CH:7]2)([O-])=O. Product: [NH2:1][C:4]1[CH:5]=[C:6]2[C:10](=[CH:11][CH:12]=1)[NH:9][N:8]=[CH:7]2. The catalyst class is: 45. (2) Reactant: Cl[C:2]1[N:3]=[C:4]([CH2:19][CH2:20][CH:21]2[O:26][CH2:25][CH2:24][CH2:23][O:22]2)[C:5]2[N:11]=[C:10]([C:12]3[CH:17]=[CH:16][C:15]([F:18])=[CH:14][CH:13]=3)[CH:9]=[CH:8][C:6]=2[N:7]=1.[OH-].[NH4+:28]. Product: [O:22]1[CH2:23][CH2:24][CH2:25][O:26][CH:21]1[CH2:20][CH2:19][C:4]1[C:5]2[N:11]=[C:10]([C:12]3[CH:17]=[CH:16][C:15]([F:18])=[CH:14][CH:13]=3)[CH:9]=[CH:8][C:6]=2[N:7]=[C:2]([NH2:28])[N:3]=1. The catalyst class is: 41. (3) Reactant: [OH:1][CH2:2][C@@H:3]1[C@@H:7]([O:8][Si](C(C)C)(C(C)C)C(C)C)[CH2:6][C@H:5]([NH:19][C:20]2[C:25]([C:26]([C:28]3[S:32][CH:31]=[C:30]([C:33](=[O:35])[CH3:34])[CH:29]=3)=[O:27])=[CH:24][N:23]=[CH:22][N:21]=2)[CH2:4]1.Cl[S:37]([NH2:40])(=[O:39])=[O:38].Cl. Product: [S:37](=[O:39])(=[O:38])([O:1][CH2:2][C@H:3]1[CH2:4][C@@H:5]([NH:19][C:20]2[C:25]([C:26]([C:28]3[S:32][CH:31]=[C:30]([C:33](=[O:35])[CH3:34])[CH:29]=3)=[O:27])=[CH:24][N:23]=[CH:22][N:21]=2)[CH2:6][C@@H:7]1[OH:8])[NH2:40]. The catalyst class is: 3. (4) Reactant: [CH:1]1[CH:2]=[CH:3][C:4]([CH:7]([N:15]2[CH2:20][CH2:19][N:18]([CH2:21][CH2:22][O:23][CH2:24][C:25]([OH:27])=[O:26])[CH2:17][CH2:16]2)[C:8]2[CH:9]=[CH:10][C:11]([Cl:14])=[CH:12][CH:13]=2)=[CH:5][CH:6]=1.[Na]. Product: [ClH:14].[ClH:14].[C:4]1([CH:7]([N:15]2[CH2:20][CH2:19][N:18]([CH2:21][CH2:22][O:23][CH2:24][C:25]([OH:27])=[O:26])[CH2:17][CH2:16]2)[C:8]2[CH:9]=[CH:10][C:11]([Cl:14])=[CH:12][CH:13]=2)[CH:3]=[CH:2][CH:1]=[CH:6][CH:5]=1. The catalyst class is: 6. (5) Reactant: CCN(CC)CC.[C:8]([O:12][C:13](=O)CC)(=[O:11])[CH2:9][CH3:10].CN([C:20]1[CH:25]=[CH:24][CH:23]=[CH:22]N=1)C.C(C(CC)C=O)C. Product: [C:8]([O:12][CH:13]=[C:24]([CH2:25][CH3:20])[CH2:23][CH3:22])(=[O:11])[CH2:9][CH3:10]. The catalyst class is: 6. (6) Reactant: [F:1][C:2]1[CH:3]=[C:4]([CH2:8][C:9]([OH:11])=O)[CH:5]=[CH:6][CH:7]=1.C(Cl)(=O)C(Cl)=O.[F:18][C:19]1[CH:24]=[CH:23][C:22]([O:25]C)=[CH:21][CH:20]=1.[Al+3].[Cl-].[Cl-].[Cl-]. Product: [F:18][C:19]1[CH:20]=[CH:21][C:22]([OH:25])=[C:23]([C:9](=[O:11])[CH2:8][C:4]2[CH:5]=[CH:6][CH:7]=[C:2]([F:1])[CH:3]=2)[CH:24]=1. The catalyst class is: 139. (7) Reactant: [NH2:1][C:2]1[CH:25]=[CH:24][C:5]([CH2:6][N:7]2[CH2:11][CH2:10][N:9]([CH2:12][C:13]3[CH:18]=[CH:17][C:16]([C:19]([CH3:22])([CH3:21])[CH3:20])=[CH:15][CH:14]=3)[C:8]2=[O:23])=[CH:4][CH:3]=1.C(N(CC)CC)C.[CH3:33][S:34](Cl)(=[O:36])=[O:35].C([O-])(O)=O.[Na+]. Product: [C:19]([C:16]1[CH:17]=[CH:18][C:13]([CH2:12][N:9]2[CH2:10][CH2:11][N:7]([CH2:6][C:5]3[CH:4]=[CH:3][C:2]([NH:1][S:34]([CH3:33])(=[O:36])=[O:35])=[CH:25][CH:24]=3)[C:8]2=[O:23])=[CH:14][CH:15]=1)([CH3:20])([CH3:21])[CH3:22]. The catalyst class is: 90. (8) Reactant: [Cl:1][C:2]1[N:7]=[C:6]([N:8](C(OC(C)(C)C)=O)[N:9](C(OC(C)(C)C)=O)C(OC(C)(C)C)=O)[C:5]([F:31])=[C:4]([NH:32][CH2:33][C:34]2[N:35]=[CH:36][S:37][CH:38]=2)[N:3]=1. Product: [Cl:1][C:2]1[NH:3][C:4]([NH:32][CH2:33][C:34]2[N:35]=[CH:36][S:37][CH:38]=2)=[C:5]([F:31])[C:6](=[N:8][NH2:9])[N:7]=1. The catalyst class is: 240. (9) The catalyst class is: 108. Product: [CH2:1]([O:8][C:9]1[CH:14]=[CH:13][C:12]([Cl:15])=[CH:11][C:10]=1[C:16]1[C:21]([C:30]2[CH:31]=[C:26]([CH:27]=[CH:28][CH:29]=2)[C:23]([OH:25])=[O:24])=[N:20][CH:19]=[CH:18][N:17]=1)[C:2]1[CH:7]=[CH:6][CH:5]=[CH:4][CH:3]=1. Reactant: [CH2:1]([O:8][C:9]1[CH:14]=[CH:13][C:12]([Cl:15])=[CH:11][C:10]=1[C:16]1[C:21](Cl)=[N:20][CH:19]=[CH:18][N:17]=1)[C:2]1[CH:7]=[CH:6][CH:5]=[CH:4][CH:3]=1.[C:23]([C:26]1[CH:27]=[C:28](B(O)O)[CH:29]=[CH:30][CH:31]=1)([OH:25])=[O:24].C(=O)([O-])[O-].[Na+].[Na+].[Cl-].[NH4+].